From a dataset of Reaction yield outcomes from USPTO patents with 853,638 reactions. Predict the reaction yield, written as a fraction of the theoretical maximum amount of product (1.0 means a 100% yield; for example, 0.34 means a 34% yield). (1) The reactants are [NH:1]([CH2:5][CH2:6][OH:7])[CH2:2][CH2:3][OH:4].[Br:8][C:9]1[S:13][C:12]([S:14](Cl)(=[O:16])=[O:15])=[CH:11][CH:10]=1.C(N(CC)CC)C. The catalyst is C1COCC1. The product is [OH:4][CH2:3][CH2:2][N:1]([CH2:5][CH2:6][OH:7])[S:14]([C:12]1[S:13][C:9]([Br:8])=[CH:10][CH:11]=1)(=[O:16])=[O:15]. The yield is 0.770. (2) The reactants are [H-].[Na+].[CH3:3][O:4][C:5](=[O:25])[CH:6]([C:18]1[CH:23]=[CH:22][C:21]([OH:24])=[CH:20][CH:19]=1)[CH2:7][C:8]1[CH:13]=[C:12]([O:14][CH3:15])[CH:11]=[C:10]([O:16][CH3:17])[CH:9]=1.F[C:27]1[CH:34]=[CH:33][C:30]([CH:31]=[O:32])=[CH:29][CH:28]=1.O. The catalyst is CN(C=O)C. The product is [CH3:3][O:4][C:5](=[O:25])[CH:6]([C:18]1[CH:19]=[CH:20][C:21]([O:24][C:27]2[CH:34]=[CH:33][C:30]([CH:31]=[O:32])=[CH:29][CH:28]=2)=[CH:22][CH:23]=1)[CH2:7][C:8]1[CH:9]=[C:10]([O:16][CH3:17])[CH:11]=[C:12]([O:14][CH3:15])[CH:13]=1. The yield is 0.690. (3) The reactants are I.[NH2:2][C:3]1[C:4]([C:11]([NH:13][C:14](=[NH:17])SC)=[O:12])=[N:5][C:6]([Cl:10])=[C:7]([NH2:9])[N:8]=1.Br.[OH:19][C:20]1[CH:25]=[CH:24][C:23]([CH2:26][CH2:27][CH2:28][CH2:29][NH2:30])=[CH:22][CH:21]=1. The catalyst is C1COCC1.C(N(CC)CC)C. The product is [ClH:10].[OH:19][C:20]1[CH:21]=[CH:22][C:23]([CH2:26][CH2:27][CH2:28][CH2:29][NH:30][C:14]([NH:13][C:11]([C:4]2[C:3]([NH2:2])=[N:8][C:7]([NH2:9])=[C:6]([Cl:10])[N:5]=2)=[O:12])=[NH:17])=[CH:24][CH:25]=1. The yield is 0.410. (4) The reactants are [F:1][C:2]1[CH:3]=[C:4]([CH:14]([NH:16][C:17]([C:19]2[N:20]=[C:21](Cl)[O:22][CH:23]=2)=[O:18])[CH3:15])[CH:5]=[C:6]([F:13])[C:7]=1[NH:8][S:9]([CH3:12])(=[O:11])=[O:10].[Cl:25][C:26]1[CH:31]=[CH:30][C:29]([C:32]([F:35])([F:34])[F:33])=[CH:28][C:27]=1[OH:36]. No catalyst specified. The product is [F:1][C:2]1[CH:3]=[C:4]([CH:14]([NH:16][C:17]([C:19]2[N:20]=[C:21]([O:36][C:27]3[CH:28]=[C:29]([C:32]([F:33])([F:34])[F:35])[CH:30]=[CH:31][C:26]=3[Cl:25])[O:22][CH:23]=2)=[O:18])[CH3:15])[CH:5]=[C:6]([F:13])[C:7]=1[NH:8][S:9]([CH3:12])(=[O:11])=[O:10]. The yield is 0.710. (5) The reactants are [OH:1][C:2]1[CH:7]=[CH:6][C:5]([C:8](=[C:24]2[CH2:29][C:28]([CH3:31])([CH3:30])[CH2:27][C:26]([CH3:33])([CH3:32])[CH2:25]2)[C:9]2[CH:14]=[CH:13][C:12]([O:15][CH2:16][CH2:17][CH2:18][C:19]([O:21]CC)=[O:20])=[CH:11][CH:10]=2)=[CH:4][CH:3]=1.[OH-].[Na+].Cl. The catalyst is C1COCC1.CCO. The product is [OH:1][C:2]1[CH:7]=[CH:6][C:5]([C:8](=[C:24]2[CH2:29][C:28]([CH3:31])([CH3:30])[CH2:27][C:26]([CH3:33])([CH3:32])[CH2:25]2)[C:9]2[CH:14]=[CH:13][C:12]([O:15][CH2:16][CH2:17][CH2:18][C:19]([OH:21])=[O:20])=[CH:11][CH:10]=2)=[CH:4][CH:3]=1. The yield is 0.950. (6) The reactants are [CH3:1][C:2]1[N:6]([CH2:7][C:8]2[C:17]3[C:12](=[CH:13][CH:14]=[CH:15][CH:16]=3)[CH:11]=[CH:10][CH:9]=2)[C:5]2[CH:18]=[C:19]([N:24]3[CH2:29][CH2:28][O:27][CH2:26][CH2:25]3)[CH:20]=[C:21]([C:22]#[N:23])[C:4]=2[N:3]=1.[C:30]([NH:33][NH2:34])(=O)[CH3:31].C(=O)([O-])[O-].[K+].[K+].C(Cl)Cl. The catalyst is C(O)CCC.O. The product is [CH3:1][C:2]1[N:6]([CH2:7][C:8]2[C:17]3[C:12](=[CH:13][CH:14]=[CH:15][CH:16]=3)[CH:11]=[CH:10][CH:9]=2)[C:5]2[CH:18]=[C:19]([N:24]3[CH2:29][CH2:28][O:27][CH2:26][CH2:25]3)[CH:20]=[C:21]([C:22]3[NH:34][N:33]=[C:30]([CH3:31])[N:23]=3)[C:4]=2[N:3]=1. The yield is 0.250. (7) The reactants are CS(C1C=CC(N2CCCC2)=C(C=1)C(O)=O)(=O)=O.Cl[C:20]1[CH:28]=[CH:27][C:26]([S:29](=[O:33])(=[O:32])[NH:30][CH3:31])=[CH:25][C:21]=1[C:22]([OH:24])=[O:23].[OH:34][CH:35]1[CH2:40][CH2:39][CH2:38][NH:37][CH2:36]1. No catalyst specified. The product is [OH:34][CH:35]1[CH2:40][CH2:39][CH2:38][N:37]([C:20]2[CH:28]=[CH:27][C:26]([S:29](=[O:33])(=[O:32])[NH:30][CH3:31])=[CH:25][C:21]=2[C:22]([OH:24])=[O:23])[CH2:36]1. The yield is 0.150. (8) The reactants are [Cl:1][C:2]1[CH:3]=[C:4]([C:13](OC)=[O:14])[C:5]2[O:9][C:8]([CH3:11])([CH3:10])[CH2:7][C:6]=2[CH:12]=1.[H-].[H-].[H-].[H-].[Li+].[Al+3]. The catalyst is C1COCC1. The product is [Cl:1][C:2]1[CH:3]=[C:4]([CH2:13][OH:14])[C:5]2[O:9][C:8]([CH3:11])([CH3:10])[CH2:7][C:6]=2[CH:12]=1. The yield is 0.930. (9) The reactants are C([O:3][C:4]([C:6]1[C:7]([C:12]2[CH:17]=[CH:16][CH:15]=[CH:14][N:13]=2)=[N:8][O:9][C:10]=1[CH3:11])=O)C.[H-].[Al+3].[Li+].[H-].[H-].[H-].O.[OH-].[Na+]. The catalyst is C1COCC1. The product is [CH3:11][C:10]1[O:9][N:8]=[C:7]([C:12]2[CH:17]=[CH:16][CH:15]=[CH:14][N:13]=2)[C:6]=1[CH2:4][OH:3]. The yield is 0.860. (10) The reactants are [CH3:1][C:2]1[CH:3]=[CH:4][C:5]([CH2:9][CH2:10][CH3:11])=[C:6]([CH:8]=1)[NH2:7].[C:12]([N:20]=[C:21]=[S:22])(=[O:19])[C:13]1[CH:18]=[CH:17][CH:16]=[CH:15][CH:14]=1. The catalyst is CC(C)=O. The product is [CH3:1][C:2]1[CH:3]=[CH:4][C:5]([CH2:9][CH2:10][CH3:11])=[C:6]([NH:7][C:21]([NH:20][C:12](=[O:19])[C:13]2[CH:14]=[CH:15][CH:16]=[CH:17][CH:18]=2)=[S:22])[CH:8]=1. The yield is 1.00.